From a dataset of TCR-epitope binding with 47,182 pairs between 192 epitopes and 23,139 TCRs. Binary Classification. Given a T-cell receptor sequence (or CDR3 region) and an epitope sequence, predict whether binding occurs between them. (1) The epitope is YLDAYNMMI. The TCR CDR3 sequence is CASRNDREGLGPAYNEQFF. Result: 1 (the TCR binds to the epitope). (2) The epitope is GTHWFVTQR. The TCR CDR3 sequence is CASSQVLGVDNSPLHF. Result: 0 (the TCR does not bind to the epitope). (3) Result: 1 (the TCR binds to the epitope). The epitope is ILHCANFNV. The TCR CDR3 sequence is CASSLILAGAFSGANVLTF. (4) The epitope is KLWAQCVQL. The TCR CDR3 sequence is CASSQVTQSYNEQFF. Result: 0 (the TCR does not bind to the epitope).